Dataset: Forward reaction prediction with 1.9M reactions from USPTO patents (1976-2016). Task: Predict the product of the given reaction. Given the reactants [CH:1]1([CH2:4][CH2:5][NH:6][C:7]([C:9]2[N:10]=[N:11][C:12](Cl)=[CH:13][CH:14]=2)=[O:8])[CH2:3][CH2:2]1.[N:16]1([C:22]([CH:24]2[CH2:28][CH2:27][CH2:26][O:25]2)=[O:23])[CH2:21][CH2:20][NH:19][CH2:18][CH2:17]1, predict the reaction product. The product is: [CH:1]1([CH2:4][CH2:5][NH:6][C:7]([C:9]2[N:10]=[N:11][C:12]([N:19]3[CH2:20][CH2:21][N:16]([C:22]([CH:24]4[CH2:28][CH2:27][CH2:26][O:25]4)=[O:23])[CH2:17][CH2:18]3)=[CH:13][CH:14]=2)=[O:8])[CH2:3][CH2:2]1.